Dataset: Forward reaction prediction with 1.9M reactions from USPTO patents (1976-2016). Task: Predict the product of the given reaction. (1) The product is: [CH:1]1([O:5][CH2:32][CH:18]2[CH2:19][CH:20]([C:22]3[CH:27]=[CH:26][C:25]([C:28]([F:31])([F:30])[F:29])=[CH:24][CH:23]=3)[CH2:21][N:16]([C:14]([N:8]3[CH2:13][CH2:12][O:11][CH2:10][CH2:9]3)=[O:15])[CH2:17]2)[CH2:4][CH2:3][CH2:2]1. Given the reactants [CH:1]1([OH:5])[CH2:4][CH2:3][CH2:2]1.[H-].[Na+].[N:8]1([C:14]([N:16]2[CH2:21][CH:20]([C:22]3[CH:27]=[CH:26][C:25]([C:28]([F:31])([F:30])[F:29])=[CH:24][CH:23]=3)[CH2:19][CH:18]([CH2:32]S([O-])(=O)=O)[CH2:17]2)=[O:15])[CH2:13][CH2:12][O:11][CH2:10][CH2:9]1.O, predict the reaction product. (2) The product is: [C:15]([OH:17])(=[O:16])[C:14]1[CH:18]=[CH:19][CH:20]=[N:21][CH:13]=1. Given the reactants N1C=CC=CC=1C(=C)C(N)=O.Cl[C:13]1[N:21]=[CH:20][CH:19]=[CH:18][C:14]=1[C:15]([OH:17])=[O:16], predict the reaction product.